Predict the product of the given reaction. From a dataset of Forward reaction prediction with 1.9M reactions from USPTO patents (1976-2016). (1) Given the reactants [CH3:1][O:2][C:3]([C:5]1[CH:13]=[CH:12][C:8]([C:9]([OH:11])=O)=[C:7]([N+:14]([O-:16])=[O:15])[CH:6]=1)=[O:4].S(Cl)(Cl)=O.[F:21][C:22]1[CH:23]=[C:24]([CH:36]=[C:37]([F:39])[CH:38]=1)[CH2:25][C:26]1[CH:27]=[C:28]2[C:32](=[CH:33][CH:34]=1)[NH:31][N:30]=[C:29]2[NH2:35], predict the reaction product. The product is: [F:21][C:22]1[CH:23]=[C:24]([CH:36]=[C:37]([F:39])[CH:38]=1)[CH2:25][C:26]1[CH:27]=[C:28]2[C:32](=[CH:33][CH:34]=1)[NH:31][N:30]=[C:29]2[NH:35][C:9]([C:8]1[CH:12]=[CH:13][C:5]([C:3]([O:2][CH3:1])=[O:4])=[CH:6][C:7]=1[N+:14]([O-:16])=[O:15])=[O:11]. (2) Given the reactants [C:1](N1C=CN=C1)(N1C=CN=C1)=[O:2].[Si:13]([O:20][C:21]1[CH:26]=[CH:25][C:24]([CH2:27][CH:28]([NH:30][CH2:31][C@@H:32]([C:34]2[CH:45]=[CH:44][C:37]3[O:38][C:39]([CH3:43])([CH3:42])[O:40][CH2:41][C:36]=3[CH:35]=2)[OH:33])[CH3:29])=[CH:23][CH:22]=1)([C:16]([CH3:19])([CH3:18])[CH3:17])([CH3:15])[CH3:14], predict the reaction product. The product is: [Si:13]([O:20][C:21]1[CH:22]=[CH:23][C:24]([CH2:27][C@@H:28]([N:30]2[CH2:31][C@@H:32]([C:34]3[CH:45]=[CH:44][C:37]4[O:38][C:39]([CH3:43])([CH3:42])[O:40][CH2:41][C:36]=4[CH:35]=3)[O:33][C:1]2=[O:2])[CH3:29])=[CH:25][CH:26]=1)([C:16]([CH3:17])([CH3:18])[CH3:19])([CH3:14])[CH3:15].